From a dataset of Forward reaction prediction with 1.9M reactions from USPTO patents (1976-2016). Predict the product of the given reaction. (1) Given the reactants [F:1][C:2]1[CH:3]=[C:4]([CH:36]=[CH:37][C:38]=1[OH:39])[C:5]([N:7]([CH:33]([CH3:35])[CH3:34])[C:8]1[CH:13]=[C:12]([O:14][CH3:15])[CH:11]=[CH:10][C:9]=1[CH:16]1[CH2:25][CH2:24][C:23]2[CH:22]=[C:21]([O:26]C(=O)C(C)(C)C)[CH:20]=[CH:19][C:18]=2[CH2:17]1)=O.Cl[CH2:41][C:42]([N:44]1[CH2:49][CH2:48][CH2:47][CH2:46][CH2:45]1)=O, predict the reaction product. The product is: [F:1][C:2]1[CH:3]=[C:4]([CH:36]=[CH:37][C:38]=1[O:39][CH2:41][CH2:42][N:44]1[CH2:49][CH2:48][CH2:47][CH2:46][CH2:45]1)[CH2:5][N:7]([CH:33]([CH3:35])[CH3:34])[C:8]1[CH:13]=[C:12]([O:14][CH3:15])[CH:11]=[CH:10][C:9]=1[CH:16]1[CH2:25][CH2:24][C:23]2[CH:22]=[C:21]([OH:26])[CH:20]=[CH:19][C:18]=2[CH2:17]1. (2) Given the reactants [K].[K].[C:3]12([C:13]3[CH:18]=[C:17]([C:19]45[CH2:28][CH:23]6[CH2:24][CH:25]([CH2:27][CH:21]([CH2:22]6)[CH2:20]4)[CH2:26]5)[C:16]([O:29][C:30]4[CH:35]=[CH:34][C:33]([C:36]([OH:38])=[O:37])=[CH:32][CH:31]=4)=[CH:15][C:14]=3[O:39][C:40]3[CH:45]=[CH:44][C:43]([C:46]([OH:48])=[O:47])=[CH:42][CH:41]=3)[CH2:12][CH:7]3[CH2:8][CH:9]([CH2:11][CH:5]([CH2:6]3)[CH2:4]1)[CH2:10]2.[Cl:49]CCCl.S(Cl)([Cl:55])=O.C1(C=CC(O)=CC=1)O, predict the reaction product. The product is: [Cl-:49].[Cl-:55].[C:3]12([C:13]3[CH:18]=[C:17]([C:19]45[CH2:20][CH:21]6[CH2:27][CH:25]([CH2:24][CH:23]([CH2:22]6)[CH2:28]4)[CH2:26]5)[C:16]([O:29][C:30]4[CH:31]=[CH:32][C:33]([C:36]([OH:38])=[O:37])=[CH:34][CH:35]=4)=[CH:15][C:14]=3[O:39][C:40]3[CH:45]=[CH:44][C:43]([C:46]([OH:48])=[O:47])=[CH:42][CH:41]=3)[CH2:12][CH:7]3[CH2:8][CH:9]([CH2:11][CH:5]([CH2:6]3)[CH2:4]1)[CH2:10]2. (3) Given the reactants [S:1]1[CH:5]=[CH:4][C:3]([CH:6]=O)=[C:2]1[CH:8]=O.COP([CH:16]([NH:20]C(=O)C)[C:17](=[O:19])[CH3:18])(=O)OC.C1CCN2C(=NCCC2)CC1, predict the reaction product. The product is: [S:1]1[C:2]2=[CH:8][N:20]=[C:16]([C:17](=[O:19])[CH3:18])[CH:6]=[C:3]2[CH:4]=[CH:5]1. (4) Given the reactants [C:1]([C:4]1[N:8]([CH:9]2[CH2:14][CH2:13][O:12][CH2:11][CH2:10]2)[C:7]([CH3:15])=[N:6][CH:5]=1)(=[O:3])[CH3:2], predict the reaction product. The product is: [CH3:7][N:8]([CH3:9])/[CH:4]=[CH:2]/[C:1]([C:4]1[N:8]([CH:9]2[CH2:14][CH2:13][O:12][CH2:11][CH2:10]2)[C:7]([CH3:15])=[N:6][CH:5]=1)=[O:3]. (5) Given the reactants C(OC([N:8]1[CH2:11][CH:10]([N:12]2[CH2:17][CH2:16][C:15]([F:19])([F:18])[CH2:14][CH2:13]2)[CH2:9]1)=O)(C)(C)C, predict the reaction product. The product is: [NH:8]1[CH2:11][CH:10]([N:12]2[CH2:17][CH2:16][C:15]([F:18])([F:19])[CH2:14][CH2:13]2)[CH2:9]1. (6) Given the reactants [NH2:1][C:2]1[CH:7]=[CH:6][C:5]([CH2:8][OH:9])=[CH:4][CH:3]=1.[C:10](O[C:10]([O:12][C:13]([CH3:16])([CH3:15])[CH3:14])=[O:11])([O:12][C:13]([CH3:16])([CH3:15])[CH3:14])=[O:11], predict the reaction product. The product is: [C:13]([O:12][C:10](=[O:11])[NH:1][C:2]1[CH:7]=[CH:6][C:5]([CH2:8][OH:9])=[CH:4][CH:3]=1)([CH3:16])([CH3:15])[CH3:14].